This data is from Experimentally validated miRNA-target interactions with 360,000+ pairs, plus equal number of negative samples. The task is: Binary Classification. Given a miRNA mature sequence and a target amino acid sequence, predict their likelihood of interaction. (1) The miRNA is mmu-miR-764-5p with sequence GGUGCUCACAUGUCCUCCU. The protein sequence of the target gene is MALPPAAAPPGANEPLDKALSALPPEPGGVPLHSPWTFWLDRSLPGATAAECASNLKKIYTVQTVQIFWSVYNNIPPVTSLPLRCSYHLMRGERRPLWEEESNAKGGVWKMKVPKDSTSTVWKELLLATIGEQFTDCAAADDEIIGVSVSVRDREDVVQVWNVNASLVGEATVLEKIHQLLPHIAFKAVFYKPHEEHHAFEGGRGKH. Result: 0 (no interaction). (2) The miRNA is mmu-miR-466g with sequence AUACAGACACAUGCACACACA. The protein sequence of the target gene is MKLVVLVALWLWPSSLLAYPTITVLPDEEQNLNHYVHILQNLIMSVPTKEQDLGKKLSSSRTVDSAEPRSLASKVLLTPGLVSAQDVTPESDVLIRPVDETTNSRTRGFTLRRRRTQSTAFWSIRPNNISVVLRTEEPFIEKEPEPELESSRLPTEPEPELEPEPEPVAESRQMSEPEEELVTSTTPNKELTGTSRISSMATQPANTQATRITVTVKTTSTMDVSTDSEDVPQLSGQSEIPSAEDLPGRHSLNTRHEDILKKISNINAEIQQGLLGGNNSPEFKEFIKASREHLKRSLAL.... Result: 1 (interaction). (3) The miRNA is cel-miR-1829c-5p with sequence AAGCGAAAUUCAAGAUGGUUGUA. The protein sequence of the target gene is MEIPVPVQPSWLRRASAPLPGLSAPGRLFDQRFGEGLLEAELAALCPTTLAPYYLRAPSVALPVAQVPTDPGHFSVLLDVKHFSPEEIAVKVVGEHVEVHARHEERPDEHGFVAREFHRRYRLPPGVDPAAVTSALSPEGVLSIQAAPASAQAPPPAAAK. Result: 0 (no interaction). (4) The miRNA is mmu-miR-686 with sequence AUUGCUUCCCAGACGGUGAAGA. The protein sequence of the target gene is MAVSVTPIRDTKWLTLEVCREFQRGTCSRPDTECKFAHPSKSCQVENGRVIACFDSLKGRCSRENCKYLHPPPHLKTQLEINGRNNLIQQKNMAMLAQQMQLANAMMPGAPLQPVPMFSVAPSLATSASAAFNPYLGPVSPSLVPAEILPTAPMLVTGNPGVPVPAAAAAAAQKLMRTDRLEVCREYQRGNCNRGENDCRFAHPADSTMIDTNDNTVTVCMDYIKGRCSREKCKYFHPPAHLQAKIKAAQYQVNQAAAAQAAATAAAMGIPQAVLPPLPKRPALEKTNGATAVFNTGIFQ.... Result: 1 (interaction). (5) The miRNA is rno-miR-92a-3p with sequence UAUUGCACUUGUCCCGGCCUG. The protein sequence of the target gene is MRRPPPLGPTTASGPEGNVRNLQKRQAPGPGAAGGCGPEAGGCRENKQKRRMVARATPGRGEVESDKSVAASGAGKAARRQVEGRRGPVSPSDSSDPRGLEAAKEAELPLQTERHTKEKRKVTEASSDDPQPGLDLVRKESLTSSESFQTVECLQSLGKESIIEGIKRRIRNKKLKSLENPPLKITENEATQNIKVEFQDELYKNTPKYSCNILSPEVENNSVLKLRDCNCFPHSKGCNDENNLPYKPDGGCMHVAENFSKKENLRSLAEKSDTNSIPQLLQTEENVMGVNKLLPEESDL.... Result: 0 (no interaction). (6) The miRNA is hsa-miR-7111-5p with sequence UGGGGGAGGAAGGACAGGCCAU. The protein sequence of the target gene is MASSAEGDEGTVVALAGVLQSGFQELSLNKLATSLGASEQALRLIISIFLGYPFALFYRHYLFYKETYLIHLFHTFTGLSIAYFNFGNQLYHSLLCIVLQFLILRLMGRTITAVLTTFCFQMAYLLAGYYYTATGNYDIKWTMPHCVLTLKLIGLAVDYFDGGKDQNSLSSEQQKYAIRGVPSLLEVAGFSYFYGAFLVGPQFSMNHYMKLVQGELIDIPGKIPNSIIPALKRLSLGLFYLVGYTLLSPHITEDYLLTEDYDNHPFWFRCMYMLIWGKFVLYKYVTCWLVTEGVCILTGL.... Result: 1 (interaction). (7) The miRNA is hsa-miR-6752-3p with sequence UCCCUGCCCCCAUACUCCCAG. The protein sequence of the target gene is MASKKVCIVGSGNWGSAIAKIVGGNAAQLAQFDPRVTMWVFEEDIGGKKLTEIINTQHENVKYLPGHKLPPNVVAVPDVVQAAEDADILIFVVPHQFIGKICDQLKGHLKANATGISLIKGVDEGPNGLKLISEVIGERLGIPMSVLMGANIASEVADEKFCETTIGCKDPAQGQLLKELMQTPNFRITVVQEVDTVEICGALKNVVAVGAGFCDGLGFGDNTKAAVIRLGLMEMIAFAKLFCSGPVSSATFLESCGVADLITTCYGGRNRKVAEAFARTGKSIEQLEKELLNGQKLQGP.... Result: 1 (interaction). (8) The miRNA is hsa-miR-372-5p with sequence CCUCAAAUGUGGAGCACUAUUCU. The protein sequence of the target gene is MSSKYPRSVRRCLPLWALTLEAALILLFYFFTHYDASLEDQKGLVASYQVGQDLTVMAAIGLGFLTSSFRRHSWSSVAFNLFMLALGVQWAILLDGFLSQFPSGKVVITLFSIRLATMSALSVLISVDAVLGKVNLAQLVVMVLVEVTALGNLRMVISNIFNTDYHMNMMHIYVFAAYFGLSVAWCLPKPLPEGTEDKDQTATIPSLSAMLGALFLWMFWPSFNSALLRSPIERKNAVFNTYYAVAVSVVTAISGSSLAHPQGKISKTYVHSAVLAGGVAVGTSCHLIPSPWLAMVLGLV.... Result: 1 (interaction).